Predict the product of the given reaction. From a dataset of Forward reaction prediction with 1.9M reactions from USPTO patents (1976-2016). (1) Given the reactants Br[C:2]1[CH:7]=[C:6]([C:8]2[N:12]=[C:11]([C:13]3[CH:14]=[CH:15][C:16]([O:21][CH:22]([CH3:24])[CH3:23])=[C:17]([CH:20]=3)[C:18]#[N:19])[O:10][N:9]=2)[CH:5]=[CH:4][N:3]=1.CC(P(C(C)(C)C)C(C)(C)C)(C)C.C([O-])([O-])=O.[Cs+].[Cs+].Br[Zn][CH2:46][CH2:47][CH2:48][C:49]([O:51][CH2:52][CH3:53])=[O:50], predict the reaction product. The product is: [C:18]([C:17]1[CH:20]=[C:13]([C:11]2[O:10][N:9]=[C:8]([C:6]3[CH:5]=[CH:4][N:3]=[C:2]([CH2:46][CH2:47][CH2:48][C:49]([O:51][CH2:52][CH3:53])=[O:50])[CH:7]=3)[N:12]=2)[CH:14]=[CH:15][C:16]=1[O:21][CH:22]([CH3:24])[CH3:23])#[N:19]. (2) Given the reactants N(C(OCC)=O)=NC(OCC)=O.[OH:13][C:14]1[CH:19]=[CH:18][C:17]([S:20]([NH:23][CH2:24][C@H:25]([N:30]2[CH2:35][CH2:34][N:33]([S:36]([CH3:39])(=[O:38])=[O:37])[CH2:32][CH2:31]2)[C:26]([O:28][CH3:29])=[O:27])(=[O:22])=[O:21])=[CH:16][CH:15]=1.[C:40]1([C:46]2[CH:51]=[C:50]([CH2:52]O)[CH:49]=[CH:48][N:47]=2)[CH:45]=[CH:44][CH:43]=[CH:42][CH:41]=1.C1(P(C2C=CC=CC=2)C2C=CC=CC=2)C=CC=CC=1, predict the reaction product. The product is: [CH3:39][S:36]([N:33]1[CH2:32][CH2:31][N:30]([C@@H:25]([CH2:24][NH:23][S:20]([C:17]2[CH:18]=[CH:19][C:14]([O:13][CH2:52][C:50]3[CH:49]=[CH:48][N:47]=[C:46]([C:40]4[CH:41]=[CH:42][CH:43]=[CH:44][CH:45]=4)[CH:51]=3)=[CH:15][CH:16]=2)(=[O:21])=[O:22])[C:26]([O:28][CH3:29])=[O:27])[CH2:35][CH2:34]1)(=[O:38])=[O:37].